From a dataset of Reaction yield outcomes from USPTO patents with 853,638 reactions. Predict the reaction yield, written as a fraction of the theoretical maximum amount of product (1.0 means a 100% yield; for example, 0.34 means a 34% yield). (1) The product is [C:1]([C:5]1[CH:10]=[CH:9][C:8]([N:11]2[C:15](=[O:16])[C:14](=[C:17]([NH:33][NH:32][C:30](=[O:31])[C:29]3[CH:34]=[CH:35][C:26]([C:25]4[NH:24][N:23]=[N:22][N:21]=4)=[CH:27][CH:28]=3)[CH3:18])[C:13]([CH3:20])=[N:12]2)=[CH:7][CH:6]=1)([CH3:4])([CH3:3])[CH3:2]. The catalyst is Cl.CN(C=O)C. The yield is 0.120. The reactants are [C:1]([C:5]1[CH:10]=[CH:9][C:8]([N:11]2[C:15]([OH:16])=[C:14]([C:17](=O)[CH3:18])[C:13]([CH3:20])=[N:12]2)=[CH:7][CH:6]=1)([CH3:4])([CH3:3])[CH3:2].[NH:21]1[C:25]([C:26]2[CH:35]=[CH:34][C:29]([C:30]([NH:32][NH2:33])=[O:31])=[CH:28][CH:27]=2)=[N:24][N:23]=[N:22]1. (2) The reactants are S(Cl)(Cl)=O.[O:5]=[C:6]1[NH:10][C@H:9]([C:11]([OH:13])=[O:12])[CH2:8][CH2:7]1.[CH2:14](N(CC)CC)C.[C:21](O[C:21]([O:23][C:24]([CH3:27])([CH3:26])[CH3:25])=[O:22])([O:23][C:24]([CH3:27])([CH3:26])[CH3:25])=[O:22].Cl. The catalyst is CO.CN(C1C=CN=CC=1)C.CCOC(C)=O. The product is [O:5]=[C:6]1[N:10]([C:21]([O:23][C:24]([CH3:27])([CH3:26])[CH3:25])=[O:22])[C@H:9]([C:11]([O:13][CH3:14])=[O:12])[CH2:8][CH2:7]1. The yield is 0.860. (3) The catalyst is ClCCl. The reactants are [CH:1]1([NH:6][C:7]2[N:12]3[N:13]=[C:14]([C:28]4[CH:33]=[CH:32][C:31]([F:34])=[CH:30][CH:29]=4)[C:15]([C:16]4[CH:21]=[CH:20][N:19]=[C:18]([NH:22][CH:23]5[CH2:27][CH2:26][CH2:25][CH2:24]5)[N:17]=4)=[C:11]3[CH:10]=[CH:9][C:8]=2[C:35](OCC)=[O:36])[CH2:5][CH2:4][CH2:3][CH2:2]1.[H-].C([Al+]CC(C)C)C(C)C.CCOCC.[C@H](O)(C([O-])=O)[C@@H](O)C([O-])=O.[Na+].[K+]. The yield is 0.590. The product is [CH:1]1([NH:6][C:7]2[N:12]3[N:13]=[C:14]([C:28]4[CH:29]=[CH:30][C:31]([F:34])=[CH:32][CH:33]=4)[C:15]([C:16]4[CH:21]=[CH:20][N:19]=[C:18]([NH:22][CH:23]5[CH2:24][CH2:25][CH2:26][CH2:27]5)[N:17]=4)=[C:11]3[CH:10]=[CH:9][C:8]=2[CH2:35][OH:36])[CH2:2][CH2:3][CH2:4][CH2:5]1.